From a dataset of HIV replication inhibition screening data with 41,000+ compounds from the AIDS Antiviral Screen. Binary Classification. Given a drug SMILES string, predict its activity (active/inactive) in a high-throughput screening assay against a specified biological target. (1) The compound is CN(C)c1ccc(C(C=C2c3ccccc3Sc3ccccc32)=C(C#N)C#N)cc1. The result is 0 (inactive). (2) The drug is Cn1c(=O)cc(C=Nc2ccc(S(N)(=O)=O)cc2)c2ccccc21. The result is 0 (inactive). (3) The drug is O=c1c(-c2ccccc2)nc2c[nH]ccn1-2. The result is 0 (inactive). (4) The compound is CCCCCCCCCCCCCCCCCC(CCCCCCCCCCCCCCCCC)OP(=O)(O)O. The result is 0 (inactive). (5) The drug is NNC(Cc1ccccc1)=NNC(N)=S. The result is 0 (inactive). (6) The molecule is Cc1nc2cccc(F)c2c(=O)n1-c1nnc(C(F)(F)F)s1. The result is 0 (inactive).